This data is from Full USPTO retrosynthesis dataset with 1.9M reactions from patents (1976-2016). The task is: Predict the reactants needed to synthesize the given product. (1) Given the product [Cl:34][C:35]1[CH:36]=[C:37]2[C:41](=[CH:42][CH:43]=1)[NH:40][C:39]([C:44]([NH:12][C@@H:7]1[CH2:8][C@H:9]([O:10][CH3:11])[C@H:4]([O:3][CH3:2])[CH2:5][C@@H:6]1[NH2:13])=[O:45])=[CH:38]2, predict the reactants needed to synthesize it. The reactants are: Cl.[CH3:2][O:3][C@H:4]1[C@@H:9]([O:10][CH3:11])[CH2:8][C@@H:7]([NH2:12])[C@@H:6]([NH2:13])[CH2:5]1.Cl.CO[C@@H]1[C@H](OC)C[C@@H](N)[C@@H](N)C1.C(N(CC)CC)C.[Cl:34][C:35]1[CH:36]=[C:37]2[C:41](=[CH:42][CH:43]=1)[NH:40][C:39]([C:44](OC1C=CC([N+]([O-])=O)=CC=1)=[O:45])=[CH:38]2. (2) Given the product [Cl:1][C:2]1[CH:3]=[C:4]([NH:17][C:18]2[C:27]3[C:22](=[CH:23][CH:24]=[C:25]([C:28]4[O:29][C:30]([C:33]([OH:38])=[O:34])=[CH:31][CH:32]=4)[CH:26]=3)[N:21]=[CH:20][N:19]=2)[CH:5]=[CH:6][C:7]=1[O:8][CH2:9][C:10]1[CH:15]=[CH:14][CH:13]=[C:12]([F:16])[CH:11]=1, predict the reactants needed to synthesize it. The reactants are: [Cl:1][C:2]1[CH:3]=[C:4]([NH:17][C:18]2[C:27]3[C:22](=[CH:23][CH:24]=[C:25]([C:28]4[O:29][C:30]([CH:33]=[O:34])=[CH:31][CH:32]=4)[CH:26]=3)[N:21]=[CH:20][N:19]=2)[CH:5]=[CH:6][C:7]=1[O:8][CH2:9][C:10]1[CH:15]=[CH:14][CH:13]=[C:12]([F:16])[CH:11]=1.C1C[O:38]CC1.[Mn]([O-])(=O)(=O)=O.[K+]. (3) Given the product [Br:1][C:2]1[C:7]2[O:8][CH2:9][C:10](=[O:12])[NH:11][C:6]=2[CH:5]=[C:4]([C:13]([N:19]([O:18][CH3:17])[CH3:20])=[O:14])[CH:3]=1, predict the reactants needed to synthesize it. The reactants are: [Br:1][C:2]1[C:7]2[O:8][CH2:9][C:10](=[O:12])[NH:11][C:6]=2[CH:5]=[C:4]([C:13](Cl)=[O:14])[CH:3]=1.Cl.[CH3:17][O:18][NH:19][CH3:20].C(N(CC)CC)C. (4) Given the product [I:14][C:6]1[CH:5]=[CH:4][C:9]([S:10]([N:2]([CH3:3])[CH3:1])(=[O:12])=[O:11])=[CH:8][CH:7]=1, predict the reactants needed to synthesize it. The reactants are: [CH3:1][NH:2][CH3:3].[CH:4]1[C:9]([S:10](Cl)(=[O:12])=[O:11])=[CH:8][CH:7]=[C:6]([I:14])[CH:5]=1.O.